From a dataset of Full USPTO retrosynthesis dataset with 1.9M reactions from patents (1976-2016). Predict the reactants needed to synthesize the given product. (1) Given the product [O:1]=[C:2]1[NH:18][C:5]2=[CH:6][C:7]3[CH:8]=[C:9]([C:13]([OH:15])=[O:14])[NH:10][C:11]=3[CH:12]=[C:4]2[NH:3]1, predict the reactants needed to synthesize it. The reactants are: [O:1]=[C:2]1[NH:18][C:5]2=[CH:6][C:7]3[CH:8]=[C:9]([C:13]([O:15]CC)=[O:14])[NH:10][C:11]=3[CH:12]=[C:4]2[NH:3]1. (2) Given the product [C:14]([C:11]1[CH:10]=[C:7]([CH:6]=[C:5]([C:1]([CH3:4])([CH3:3])[CH3:2])[C:12]=1[O:13][CH2:36][O:35][CH2:34][CH2:33][Si:32]([CH3:39])([CH3:38])[CH3:31])[CH:8]=[O:9])([CH3:17])([CH3:16])[CH3:15], predict the reactants needed to synthesize it. The reactants are: [C:1]([C:5]1[CH:6]=[C:7]([CH:10]=[C:11]([C:14]([CH3:17])([CH3:16])[CH3:15])[C:12]=1[OH:13])[CH:8]=[O:9])([CH3:4])([CH3:3])[CH3:2].ClCCCl.C(N(C(C)C)CC)(C)C.[CH3:31][Si:32]([CH3:39])([CH3:38])[CH2:33][CH2:34][O:35][CH2:36]Cl. (3) Given the product [Cl:1][C:2]1[N:3]=[C:4]([N:22]2[CH2:27][CH2:26][O:25][CH2:24][CH2:23]2)[C:5]2[O:10][C:9]3[N:11]=[CH:12][C:13]([CH:30]=[O:31])=[CH:14][C:8]=3[C:6]=2[N:7]=1, predict the reactants needed to synthesize it. The reactants are: [Cl:1][C:2]1[N:3]=[C:4]([N:22]2[CH2:27][CH2:26][O:25][CH2:24][CH2:23]2)[C:5]2[O:10][C:9]3[N:11]=[CH:12][C:13](/C=C/C(N(C)C)=O)=[CH:14][C:8]=3[C:6]=2[N:7]=1.O.C[CH2:30][O:31]C(C)=O.S([O-])([O-])(=O)=S.[Na+].[Na+].